This data is from Reaction yield outcomes from USPTO patents with 853,638 reactions. The task is: Predict the reaction yield, written as a fraction of the theoretical maximum amount of product (1.0 means a 100% yield; for example, 0.34 means a 34% yield). (1) The reactants are [F:1][C:2]1[CH:7]=[CH:6][CH:5]=[C:4]([F:8])[C:3]=1[NH:9][C:10](=[O:29])[NH:11][C:12]1[CH:17]=[CH:16][C:15]([C:18]2[CH:22]=[C:21]([C:23]([O:25]CC)=[O:24])[O:20][N:19]=2)=[CH:14][C:13]=1[CH3:28].[OH-].[Na+].Cl. The catalyst is C1COCC1.O. The product is [F:8][C:4]1[CH:5]=[CH:6][CH:7]=[C:2]([F:1])[C:3]=1[NH:9][C:10](=[O:29])[NH:11][C:12]1[CH:17]=[CH:16][C:15]([C:18]2[CH:22]=[C:21]([C:23]([OH:25])=[O:24])[O:20][N:19]=2)=[CH:14][C:13]=1[CH3:28]. The yield is 0.910. (2) The reactants are C([O:3][C:4](=[O:28])[CH2:5][N:6]1[CH2:11][CH2:10][N:9]([C:12](=[O:27])[CH2:13][CH2:14][C:15]2[CH:20]=[C:19]([O:21][CH3:22])[C:18]([O:23][CH3:24])=[C:17]([O:25][CH3:26])[CH:16]=2)[CH2:8][CH2:7]1)C.[OH-].[Na+].Cl. The catalyst is CO.CCOC(C)=O. The product is [CH3:26][O:25][C:17]1[CH:16]=[C:15]([CH2:14][CH2:13][C:12]([N:9]2[CH2:8][CH2:7][N:6]([CH2:5][C:4]([OH:28])=[O:3])[CH2:11][CH2:10]2)=[O:27])[CH:20]=[C:19]([O:21][CH3:22])[C:18]=1[O:23][CH3:24]. The yield is 0.950. (3) The reactants are [Cl:1][C:2]1[CH:3]=[CH:4][C:5]([N:15]2[CH:19]=[C:18]([CH:20]([F:22])[F:21])[N:17]=[N:16]2)=[C:6]([C:8]2[N:13]=[CH:12][N:11]=[C:10]([OH:14])[CH:9]=2)[CH:7]=1.CN(C(ON1N=NC2C=CC=NC1=2)=[N+](C)C)C.F[P-](F)(F)(F)(F)F.C1CCN2C(=NCCC2)CC1.N[C@@H:59]1[C:75]2[CH:76]=[C:71]([CH:72]=[CH:73][CH:74]=2)[C:70]2[N:69]([CH:77]([F:79])[F:78])[N:68]=[CH:67][C:66]=2[NH:65][C:64](=[O:80])[C@H:63]([CH3:81])[CH2:62][CH2:61][CH2:60]1. The catalyst is CC#N.CN(C=O)C. The product is [Cl:1][C:2]1[CH:3]=[CH:4][C:5]([N:15]2[CH:19]=[C:18]([CH:20]([F:22])[F:21])[N:17]=[N:16]2)=[C:6]([C:8]2[N:13]=[CH:12][N:11]([C@@H:59]3[C:75]4[CH:76]=[C:71]([CH:72]=[CH:73][CH:74]=4)[C:70]4[N:69]([CH:77]([F:79])[F:78])[N:68]=[CH:67][C:66]=4[NH:65][C:64](=[O:80])[C@H:63]([CH3:81])[CH2:62][CH2:61][CH2:60]3)[C:10](=[O:14])[CH:9]=2)[CH:7]=1. The yield is 0.357. (4) The reactants are [F:1][C:2]1[CH:7]=[CH:6][CH:5]=[CH:4][C:3]=1[C:8]1[CH:12]=[CH:11][NH:10][N:9]=1.IC.[OH-].[Na+].F[C:18]1C=CC=CC=1C1C=CN(C)N=1. The product is [F:1][C:2]1[CH:7]=[CH:6][CH:5]=[CH:4][C:3]=1[C:8]1[N:9]([CH3:18])[N:10]=[CH:11][CH:12]=1. The catalyst is CO.[N+](CCCC)(CCCC)(CCCC)CCCC.[Br-]. The yield is 0.720. (5) The reactants are F.F.F.C(N(CC)CC)C.C(N(CC)CC)C.[Si]([O:35][CH2:36][C@H:37]1[O:41][C@@H:40]([N:42]2[CH:49]=[C:48]([CH3:50])[C:46](=[O:47])[NH:45][C:43]2=[O:44])[C@H:39]([O:51][CH2:52][CH2:53][O:54][N:55]([CH3:57])[CH3:56])[C@@H:38]1[OH:58])(C(C)(C)C)(C1C=CC=CC=1)C1C=CC=CC=1.CO. The catalyst is C1COCC1.C(Cl)Cl. The product is [CH3:56][N:55]([CH3:57])[O:54][CH2:53][CH2:52][O:51][C@@H:39]1[C@H:38]([OH:58])[C@@H:37]([CH2:36][OH:35])[O:41][C@H:40]1[N:42]1[CH:49]=[C:48]([CH3:50])[C:46](=[O:47])[NH:45][C:43]1=[O:44]. The yield is 0.925.